Dataset: Peptide-MHC class I binding affinity with 185,985 pairs from IEDB/IMGT. Task: Regression. Given a peptide amino acid sequence and an MHC pseudo amino acid sequence, predict their binding affinity value. This is MHC class I binding data. (1) The peptide sequence is RTRYDTFKV. The MHC is HLA-A30:01 with pseudo-sequence HLA-A30:01. The binding affinity (normalized) is 1.00. (2) The peptide sequence is ERVILAGPMP. The MHC is HLA-A30:01 with pseudo-sequence HLA-A30:01. The binding affinity (normalized) is 0.175. (3) The peptide sequence is FMEMFFDYNK. The MHC is HLA-A11:01 with pseudo-sequence HLA-A11:01. The binding affinity (normalized) is 0.586. (4) The peptide sequence is SHAPYTITY. The MHC is Mamu-B17 with pseudo-sequence Mamu-B17. The binding affinity (normalized) is 0.543.